Dataset: Reaction yield outcomes from USPTO patents with 853,638 reactions. Task: Predict the reaction yield, written as a fraction of the theoretical maximum amount of product (1.0 means a 100% yield; for example, 0.34 means a 34% yield). The reactants are Cl.C(N=C=NCCCN(C)C)C.Cl.[CH3:14][O:15][C:16]([C:18]1([NH2:24])[CH2:23][CH2:22][CH2:21][CH2:20][CH2:19]1)=[O:17].ON1C2C=CC=CC=2N=N1.[O:35]1[CH:39]=[CH:38][C:37]([C:40](O)=[O:41])=[CH:36]1.C(N(CC)CC)C. The catalyst is C(Cl)Cl. The product is [CH3:14][O:15][C:16]([C:18]1([NH:24][C:40]([C:37]2[CH:38]=[CH:39][O:35][CH:36]=2)=[O:41])[CH2:19][CH2:20][CH2:21][CH2:22][CH2:23]1)=[O:17]. The yield is 0.910.